This data is from Reaction yield outcomes from USPTO patents with 853,638 reactions. The task is: Predict the reaction yield, written as a fraction of the theoretical maximum amount of product (1.0 means a 100% yield; for example, 0.34 means a 34% yield). (1) The reactants are [C:1]([NH:4][CH:5](P(OC)(OC)=O)[C:6]([O:8][CH3:9])=[O:7])(=O)[CH3:2].C1CCN2C(=NCCC2)CC1.[O:27]1[CH:31]=[CH:30][C:29](C=O)=[C:28]1C=O. The catalyst is C(Cl)(Cl)Cl. The product is [O:27]1[C:31]2[CH:30]=[C:5]([C:6]([O:8][CH3:9])=[O:7])[N:4]=[CH:1][C:2]=2[CH:29]=[CH:28]1. The yield is 0.820. (2) The product is [CH2:1]([N:8]1[C:13](=[O:14])[C:12]([O:18][CH3:17])=[C:11]([Cl:16])[CH:10]=[N:9]1)[C:2]1[CH:7]=[CH:6][CH:5]=[CH:4][CH:3]=1. The reactants are [CH2:1]([N:8]1[C:13](=[O:14])[C:12](Cl)=[C:11]([Cl:16])[CH:10]=[N:9]1)[C:2]1[CH:7]=[CH:6][CH:5]=[CH:4][CH:3]=1.[CH3:17][O-:18].[Na+]. The yield is 0.900. The catalyst is O1CCOCC1. (3) The product is [F:18][C:13]1[CH:14]=[CH:15][CH:16]=[CH:17][C:12]=1[C:4]1[NH:3][CH:2]=[C:6]([C:7]([O:9][CH2:10][CH3:11])=[O:8])[CH:5]=1. The catalyst is C(O)C.[C].[Pd]. The reactants are Cl[C:2]1[NH:3][C:4]([C:12]2[CH:17]=[CH:16][CH:15]=[CH:14][C:13]=2[F:18])=[CH:5][C:6]=1[C:7]([O:9][CH2:10][CH3:11])=[O:8]. The yield is 0.180. (4) The reactants are Cl.[F:2][CH2:3][C:4]1([OH:10])[CH2:9][CH2:8][NH:7][CH2:6][CH2:5]1.CCN(C(C)C)C(C)C.[C:20](Cl)([Cl:22])=[O:21]. The catalyst is ClCCl. The product is [F:2][CH2:3][C:4]1([OH:10])[CH2:9][CH2:8][N:7]([C:20]([Cl:22])=[O:21])[CH2:6][CH2:5]1. The yield is 0.370. (5) The reactants are [Br:1][C:2]1[CH:11]=[CH:10][C:5]2[N:6]=[C:7]([NH2:9])[S:8][C:4]=2[CH:3]=1.[CH3:12][C:13](=O)[CH2:14][CH2:15][C:16](=O)[CH3:17].CC1C=CC(S([O-])(=O)=O)=CC=1.C1C=C[NH+]=CC=1.O. The catalyst is C1C=CC=CC=1. The product is [Br:1][C:2]1[CH:11]=[CH:10][C:5]2[N:6]=[C:7]([N:9]3[C:16]([CH3:17])=[CH:15][CH:14]=[C:13]3[CH3:12])[S:8][C:4]=2[CH:3]=1. The yield is 0.840. (6) The reactants are C[O:2][C:3](=O)[CH2:4][CH2:5][CH2:6][N+:7]([O-:9])=[O:8].[C:11]1([CH3:19])[C:12]([CH:17]=O)=[CH:13][CH:14]=[CH:15][CH:16]=1.C([O-])(=O)C.[NH4+:24]. The catalyst is C(O)C. The product is [N+:7]([C@H:6]1[C@H:17]([C:12]2[CH:13]=[CH:14][CH:15]=[CH:16][C:11]=2[CH3:19])[NH:24][C:3](=[O:2])[CH2:4][CH2:5]1)([O-:9])=[O:8]. The yield is 0.730. (7) The reactants are [F:1][C:2]1[CH:7]=[C:6]([CH3:8])[C:5]([N+:9]([O-:11])=[O:10])=[CH:4][C:3]=1[N+:12]([O-:14])=[O:13].CO[CH:17]([N:20]([CH3:22])[CH3:21])OC.CN(C=O)C. The catalyst is O. The product is [F:1][C:2]1[C:3]([N+:12]([O-:14])=[O:13])=[CH:4][C:5]([N+:9]([O-:11])=[O:10])=[C:6]([CH:8]=[CH:17][N:20]([CH3:22])[CH3:21])[CH:7]=1. The yield is 0.630. (8) The reactants are CS(O[CH2:6][C:7]1[CH:25]=[C:10]2[C:11](=[O:24])[N:12]([CH2:15][C:16]3[CH:21]=[CH:20][C:19]([O:22][CH3:23])=[CH:18][CH:17]=3)[CH2:13][CH2:14][N:9]2[N:8]=1)(=O)=O.[F:26][CH:27]([F:37])[O:28][C:29]1[CH:35]=[CH:34][C:32]([NH2:33])=[C:31]([F:36])[CH:30]=1.C([O-])([O-])=O.[Cs+].[Cs+].CN(C=O)C. The catalyst is CCOC(C)=O. The product is [F:37][CH:27]([F:26])[O:28][C:29]1[CH:35]=[CH:34][C:32]([NH:33][CH2:6][C:7]2[CH:25]=[C:10]3[C:11](=[O:24])[N:12]([CH2:15][C:16]4[CH:21]=[CH:20][C:19]([O:22][CH3:23])=[CH:18][CH:17]=4)[CH2:13][CH2:14][N:9]3[N:8]=2)=[C:31]([F:36])[CH:30]=1. The yield is 0.680.